Regression. Given a peptide amino acid sequence and an MHC pseudo amino acid sequence, predict their binding affinity value. This is MHC class I binding data. From a dataset of Peptide-MHC class I binding affinity with 185,985 pairs from IEDB/IMGT. (1) The peptide sequence is SFEPIPIHY. The MHC is HLA-B58:01 with pseudo-sequence HLA-B58:01. The binding affinity (normalized) is 0.131. (2) The peptide sequence is AEILPDTTYL. The MHC is HLA-B18:01 with pseudo-sequence HLA-B18:01. The binding affinity (normalized) is 0.0617. (3) The peptide sequence is IVYLCPVL. The MHC is H-2-Kb with pseudo-sequence H-2-Kb. The binding affinity (normalized) is 0.622. (4) The peptide sequence is AVKDVTITKK. The MHC is HLA-A03:01 with pseudo-sequence HLA-A03:01. The binding affinity (normalized) is 0.455. (5) The binding affinity (normalized) is 0.0847. The MHC is HLA-A26:01 with pseudo-sequence HLA-A26:01. The peptide sequence is RVQFIPGQR. (6) The peptide sequence is LGIRVYSQ. The MHC is H-2-Db with pseudo-sequence H-2-Db. The binding affinity (normalized) is 0. (7) The peptide sequence is FIISTLNKIL. The MHC is HLA-A02:03 with pseudo-sequence HLA-A02:03. The binding affinity (normalized) is 0.946. (8) The peptide sequence is SLSPNDTTWI. The MHC is HLA-A11:01 with pseudo-sequence HLA-A11:01. The binding affinity (normalized) is 0. (9) The peptide sequence is LMRRFRFTV. The MHC is HLA-B46:01 with pseudo-sequence HLA-B46:01. The binding affinity (normalized) is 0.0847. (10) The peptide sequence is KPIPHRTVL. The binding affinity (normalized) is 0.0847. The MHC is HLA-B58:01 with pseudo-sequence HLA-B58:01.